Dataset: Forward reaction prediction with 1.9M reactions from USPTO patents (1976-2016). Task: Predict the product of the given reaction. (1) Given the reactants [H-].[Na+].[CH3:3][O:4][C:5]1[CH:6]=[CH:7][C:8]([CH2:17][CH2:18][CH:19]([C:25]([O:27][CH2:28][CH3:29])=[O:26])[C:20]([O:22][CH2:23][CH3:24])=[O:21])=[C:9]2[C:14]=1[N:13]([CH3:15])[C:12](=[O:16])[CH:11]=[CH:10]2.[H][H].[Cl:32]N1C(=O)CCC1=O.Cl, predict the reaction product. The product is: [Cl:32][C:19]([CH2:18][CH2:17][C:8]1[CH:7]=[CH:6][C:5]([O:4][CH3:3])=[C:14]2[C:9]=1[CH:10]=[CH:11][C:12](=[O:16])[N:13]2[CH3:15])([C:20]([O:22][CH2:23][CH3:24])=[O:21])[C:25]([O:27][CH2:28][CH3:29])=[O:26]. (2) Given the reactants N1CCCCC1.[CH3:7][O:8][C:9]1[C:56]([O:57][CH2:58][CH2:59][CH2:60][O:61][C:62]2[C:63]([O:80][CH3:81])=[CH:64][C:65]3[C:71](=[O:72])[N:70]4[CH:73]=[C:74](/[CH:76]=[CH:77]/[CH3:78])[CH2:75][C@H:69]4[CH:68]=[N:67][C:66]=3[CH:79]=2)=[CH:55][C:12]2[N:13]=[CH:14][C@@H:15]3[CH2:21][C:20](/[CH:22]=[CH:23]/[CH2:24][NH:25][C:26](=[O:54])[C@@H:27]([NH:29][C:30](=[O:53])[C@@H:31]([NH:35]C(=O)OCC4C5C=CC=CC=5C5C4=CC=CC=5)[CH:32]([CH3:34])[CH3:33])[CH3:28])=[CH:19][N:16]3[C:17](=[O:18])[C:11]=2[CH:10]=1, predict the reaction product. The product is: [NH2:35][C@@H:31]([CH:32]([CH3:34])[CH3:33])[C:30]([NH:29][C@@H:27]([CH3:28])[C:26]([NH:25][CH2:24]/[CH:23]=[CH:22]/[C:20]1[CH2:21][C@H:15]2[CH:14]=[N:13][C:12]3[CH:55]=[C:56]([O:57][CH2:58][CH2:59][CH2:60][O:61][C:62]4[C:63]([O:80][CH3:81])=[CH:64][C:65]5[C:71](=[O:72])[N:70]6[CH:73]=[C:74](/[CH:76]=[CH:77]/[CH3:78])[CH2:75][C@H:69]6[CH:68]=[N:67][C:66]=5[CH:79]=4)[C:9]([O:8][CH3:7])=[CH:10][C:11]=3[C:17](=[O:18])[N:16]2[CH:19]=1)=[O:54])=[O:53]. (3) Given the reactants [CH3:1][N:2]1[N:6]=[N:5][C:4]([C:7]2[S:11][C:10]([NH2:12])=[N:9][C:8]=2[C:13]2[S:14][CH:15]=[CH:16][CH:17]=2)=[N:3]1.[O:18]1[CH:22]=[CH:21][C:20]([C:23](Cl)=[O:24])=[CH:19]1, predict the reaction product. The product is: [CH3:1][N:2]1[N:6]=[N:5][C:4]([C:7]2[S:11][C:10]([NH:12][C:23]([C:20]3[CH:21]=[CH:22][O:18][CH:19]=3)=[O:24])=[N:9][C:8]=2[C:13]2[SH:14]=[CH:15][CH2:16][CH:17]=2)=[N:3]1. (4) Given the reactants [NH2:1][C:2]1[CH:7]=[N:6][C:5](Br)=[CH:4][N:3]=1.[CH2:9]([Sn](CCCC)(CCCC)CCCC)[CH:10]=[CH2:11].[Cl-].[Li+].C(N(CC)C(C)C)(C)C.[F-].[K+], predict the reaction product. The product is: [CH2:11]([C:5]1[N:6]=[CH:7][C:2]([NH2:1])=[N:3][CH:4]=1)[CH:10]=[CH2:9]. (5) The product is: [O:1]1[CH:5]=[CH:4][CH:3]=[C:2]1[C:6]([N:8]1[CH2:9][CH2:10][CH:11]([C:14]2[CH:22]=[CH:21][C:17]([C:18]([NH:48][C:47]([NH:46][C:36]([O:38][CH2:39][C:40]3[CH:45]=[CH:44][CH:43]=[CH:42][CH:41]=3)=[O:37])=[NH:49])=[O:19])=[CH:16][C:15]=2[C:23]([F:26])([F:24])[F:25])[CH2:12][CH2:13]1)=[O:7]. Given the reactants [O:1]1[CH:5]=[CH:4][CH:3]=[C:2]1[C:6]([N:8]1[CH2:13][CH2:12][CH:11]([C:14]2[CH:22]=[CH:21][C:17]([C:18](O)=[O:19])=[CH:16][C:15]=2[C:23]([F:26])([F:25])[F:24])[CH2:10][CH2:9]1)=[O:7].[I-].ClC1C=CC=C[N+]=1C.[C:36]([NH:46][C:47]([NH2:49])=[NH:48])([O:38][CH2:39][C:40]1[CH:45]=[CH:44][CH:43]=[CH:42][CH:41]=1)=[O:37].C(N(CC)C(C)C)(C)C, predict the reaction product. (6) Given the reactants [CH2:1]([C:8]1[CH:9]=[N:10][C:11]2[C:16]([C:17]=1[C:18]1[CH:19]=[C:20]([OH:24])[CH:21]=[CH:22][CH:23]=1)=[CH:15][CH:14]=[CH:13][C:12]=2[Cl:25])[C:2]1[CH:7]=[CH:6][CH:5]=[CH:4][CH:3]=1.[H-].[Na+].[Br:28][C:29]1[CH:30]=[C:31]([CH:34]=[C:35](F)[CH:36]=1)[C:32]#[N:33], predict the reaction product. The product is: [CH2:1]([C:8]1[CH:9]=[N:10][C:11]2[C:16]([C:17]=1[C:18]1[CH:19]=[C:20]([CH:21]=[CH:22][CH:23]=1)[O:24][C:35]1[CH:34]=[C:31]([CH:30]=[C:29]([Br:28])[CH:36]=1)[C:32]#[N:33])=[CH:15][CH:14]=[CH:13][C:12]=2[Cl:25])[C:2]1[CH:3]=[CH:4][CH:5]=[CH:6][CH:7]=1. (7) Given the reactants CN(C)C=O.Br[C:7]1[CH:12]=[CH:11][C:10]([C:13]2[N:14]([CH2:22][O:23][CH2:24][CH2:25][Si:26]([CH3:29])([CH3:28])[CH3:27])[CH:15]=[C:16]([C:18]([F:21])([F:20])[F:19])[N:17]=2)=[C:9]([F:30])[CH:8]=1.[CH3:31][C:32]1[C:37](B2OC(C)(C)C(C)(C)O2)=[CH:36][N:35]=[C:34]([O:47][CH2:48][C:49]2([C:53]([O:55][CH2:56][CH3:57])=[O:54])[CH2:52][CH2:51][CH2:50]2)[CH:33]=1.C(=O)([O-])[O-].[Na+].[Na+], predict the reaction product. The product is: [F:30][C:9]1[CH:8]=[C:7]([C:37]2[C:32]([CH3:31])=[CH:33][C:34]([O:47][CH2:48][C:49]3([C:53]([O:55][CH2:56][CH3:57])=[O:54])[CH2:52][CH2:51][CH2:50]3)=[N:35][CH:36]=2)[CH:12]=[CH:11][C:10]=1[C:13]1[N:14]([CH2:22][O:23][CH2:24][CH2:25][Si:26]([CH3:29])([CH3:28])[CH3:27])[CH:15]=[C:16]([C:18]([F:21])([F:20])[F:19])[N:17]=1.